Dataset: Forward reaction prediction with 1.9M reactions from USPTO patents (1976-2016). Task: Predict the product of the given reaction. The product is: [CH3:3][CH:2]([C:4]1[N:8]([CH2:9][CH2:10][C@@H:11]([OH:19])[CH2:12][C@@H:13]([OH:18])[CH2:14][C:15]([O-:17])=[O:16])[C:7]([C:20]2[CH:21]=[CH:22][C:23]([F:26])=[CH:24][CH:25]=2)=[C:6]([C:27]2[CH:28]=[CH:29][CH:30]=[CH:31][CH:32]=2)[C:5]=1[C:33]([NH:35][C:36]1[CH:37]=[CH:38][CH:39]=[CH:40][CH:41]=1)=[O:34])[CH3:1].[CH3:44][CH:43]([C:45]1[N:49]([CH2:50][CH2:51][C@@H:52]([OH:60])[CH2:53][C@@H:54]([OH:59])[CH2:55][C:56]([O-:58])=[O:57])[C:48]([C:61]2[CH:62]=[CH:63][C:64]([F:67])=[CH:65][CH:66]=2)=[C:47]([C:68]2[CH:69]=[CH:70][CH:71]=[CH:72][CH:73]=2)[C:46]=1[C:74]([NH:76][C:77]1[CH:78]=[CH:79][CH:80]=[CH:81][CH:82]=1)=[O:75])[CH3:42].[CH3:89][CH:88]([OH:87])[CH2:90][OH:91].[Ca+2:83]. Given the reactants [CH3:1][CH:2]([C:4]1[N:8]([CH2:9][CH2:10][C@@H:11]([OH:19])[CH2:12][C@@H:13]([OH:18])[CH2:14][C:15]([O-:17])=[O:16])[C:7]([C:20]2[CH:21]=[CH:22][C:23]([F:26])=[CH:24][CH:25]=2)=[C:6]([C:27]2[CH:28]=[CH:29][CH:30]=[CH:31][CH:32]=2)[C:5]=1[C:33]([NH:35][C:36]1[CH:37]=[CH:38][CH:39]=[CH:40][CH:41]=1)=[O:34])[CH3:3].[CH3:42][CH:43]([C:45]1[N:49]([CH2:50][CH2:51][C@@H:52]([OH:60])[CH2:53][C@@H:54]([OH:59])[CH2:55][C:56]([O-:58])=[O:57])[C:48]([C:61]2[CH:62]=[CH:63][C:64]([F:67])=[CH:65][CH:66]=2)=[C:47]([C:68]2[CH:69]=[CH:70][CH:71]=[CH:72][CH:73]=2)[C:46]=1[C:74]([NH:76][C:77]1[CH:78]=[CH:79][CH:80]=[CH:81][CH:82]=1)=[O:75])[CH3:44].[Ca+2:83].C([O:87][CH:88]([CH3:90])[CH3:89])(=O)C.[OH2:91], predict the reaction product.